Dataset: Catalyst prediction with 721,799 reactions and 888 catalyst types from USPTO. Task: Predict which catalyst facilitates the given reaction. (1) Reactant: Cl[C:2]1[N:7]=[C:6]([O:8][C:9]2[CH:35]=[CH:34][CH:33]=[CH:32][C:10]=2[CH2:11][NH:12][C:13]([NH:15][C:16]2[N:20]([C:21]3[CH:26]=[CH:25][C:24]([CH3:27])=[CH:23][CH:22]=3)[N:19]=[C:18]([C:28]([CH3:31])([CH3:30])[CH3:29])[CH:17]=2)=[O:14])[CH:5]=[CH:4][N:3]=1.[C:36]([N:39]1[CH2:44][CH2:43][NH:42][CH2:41][CH2:40]1)(=[O:38])[CH3:37].C(=O)([O-])[O-].[Na+].[Na+]. Product: [C:36]([N:39]1[CH2:44][CH2:43][N:42]([C:2]2[N:7]=[C:6]([O:8][C:9]3[CH:35]=[CH:34][CH:33]=[CH:32][C:10]=3[CH2:11][NH:12][C:13]([NH:15][C:16]3[N:20]([C:21]4[CH:22]=[CH:23][C:24]([CH3:27])=[CH:25][CH:26]=4)[N:19]=[C:18]([C:28]([CH3:30])([CH3:29])[CH3:31])[CH:17]=3)=[O:14])[CH:5]=[CH:4][N:3]=2)[CH2:41][CH2:40]1)(=[O:38])[CH3:37]. The catalyst class is: 8. (2) Reactant: [Br:1][C:2]1[N:11]=[C:10]([C:12]([O:14]C)=O)[C:9]([OH:16])=[C:8]2[C:3]=1[CH:4]=[CH:5][CH:6]=[N:7]2.[CH3:17][S:18]([C:21]1[CH:26]=[CH:25][CH:24]=[CH:23][C:22]=1[CH2:27][NH2:28])(=[O:20])=[O:19]. Product: [Br:1][C:2]1[N:11]=[C:10]([C:12]([NH:28][CH2:27][C:22]2[CH:23]=[CH:24][CH:25]=[CH:26][C:21]=2[S:18]([CH3:17])(=[O:20])=[O:19])=[O:14])[C:9]([OH:16])=[C:8]2[C:3]=1[CH:4]=[CH:5][CH:6]=[N:7]2. The catalyst class is: 5. (3) Reactant: C[O:2][C:3]([C:5]1[CH:10]=[CH:9][C:8]2[CH:11]=[C:12]([C:15](OC)=[O:16])[CH:13]=[CH:14][C:7]=2[CH:6]=1)=O.[H-].[Al+3].[Li+].[H-].[H-].[H-].CO.C(C(C(C([O-])=O)O)O)([O-])=O.[Na+].[K+]. Product: [OH:2][CH2:3][C:5]1[CH:10]=[CH:9][C:8]2[C:7](=[CH:14][CH:13]=[C:12]([CH2:15][OH:16])[CH:11]=2)[CH:6]=1. The catalyst class is: 1. (4) Reactant: CC(C)([O-])C.[K+].[CH2:7]([N:14]([CH2:18][C:19]1[C:24](Cl)=[N:23][C:22]([N:26]2[CH2:31][CH2:30][O:29][CH2:28][C@H:27]2[CH3:32])=[CH:21][N:20]=1)[CH2:15][CH2:16][OH:17])[C:8]1[CH:13]=[CH:12][CH:11]=[CH:10][CH:9]=1.O. Product: [CH2:7]([N:14]1[CH2:18][C:19]2[N:20]=[CH:21][C:22]([N:26]3[CH2:31][CH2:30][O:29][CH2:28][C@H:27]3[CH3:32])=[N:23][C:24]=2[O:17][CH2:16][CH2:15]1)[C:8]1[CH:13]=[CH:12][CH:11]=[CH:10][CH:9]=1. The catalyst class is: 3. (5) Reactant: [F:1][C:2]1([CH2:15][OH:16])[CH2:7][CH2:6][N:5]([C:8]([O:10][C:11]([CH3:14])([CH3:13])[CH3:12])=[O:9])[CH2:4][CH2:3]1.[CH3:17][S:18](Cl)(=[O:20])=[O:19].[NH4+].[Cl-]. Product: [F:1][C:2]1([CH2:15][O:16][S:18]([CH3:17])(=[O:20])=[O:19])[CH2:3][CH2:4][N:5]([C:8]([O:10][C:11]([CH3:12])([CH3:13])[CH3:14])=[O:9])[CH2:6][CH2:7]1. The catalyst class is: 2. (6) Reactant: COC1C=CC(C[N:8]2[C:16]3[C:11](=[CH:12][CH:13]=[CH:14][CH:15]=3)[C:10]3([C:28]4[C:19](=[CH:20][C:21]5[O:25][N:24]=[C:23]([CH3:26])[C:22]=5[CH:27]=4)[O:18][CH2:17]3)[C:9]2=[O:29])=CC=1.FC(F)(F)S(O)(=O)=O. Product: [CH3:26][C:23]1[C:22]2[CH:27]=[C:28]3[C:10]4([C:11]5[C:16](=[CH:15][CH:14]=[CH:13][CH:12]=5)[NH:8][C:9]4=[O:29])[CH2:17][O:18][C:19]3=[CH:20][C:21]=2[O:25][N:24]=1. The catalyst class is: 281. (7) Reactant: C([Mg]Cl)(C)C.Br[C:7]1[CH:8]=[CH:9][C:10]([C:13]([F:16])([F:15])[F:14])=[N:11][CH:12]=1.[CH:17]([CH:19]1[CH2:22][N:21]([C:23]([O:25][C:26]([CH3:29])([CH3:28])[CH3:27])=[O:24])[CH2:20]1)=[O:18]. Product: [OH:18][CH:17]([C:7]1[CH:12]=[N:11][C:10]([C:13]([F:16])([F:15])[F:14])=[CH:9][CH:8]=1)[CH:19]1[CH2:22][N:21]([C:23]([O:25][C:26]([CH3:29])([CH3:28])[CH3:27])=[O:24])[CH2:20]1. The catalyst class is: 1.